The task is: Regression. Given a peptide amino acid sequence and an MHC pseudo amino acid sequence, predict their binding affinity value. This is MHC class I binding data.. This data is from Peptide-MHC class I binding affinity with 185,985 pairs from IEDB/IMGT. (1) The peptide sequence is ICFWSTLFFT. The MHC is HLA-A02:01 with pseudo-sequence HLA-A02:01. The binding affinity (normalized) is 0.133. (2) The peptide sequence is YRFRFRSVY. The MHC is HLA-B15:09 with pseudo-sequence HLA-B15:09. The binding affinity (normalized) is 0.0847.